From a dataset of Forward reaction prediction with 1.9M reactions from USPTO patents (1976-2016). Predict the product of the given reaction. (1) Given the reactants [OH:1][C:2]1[CH:10]=[CH:9][C:8]([C:11]2[N:12]([C:27]([O:29][C:30]([CH3:33])([CH3:32])[CH3:31])=[O:28])[C:13]3[C:18]([CH:19]=2)=[CH:17][C:16]([CH2:20][N:21]2[CH2:26][CH2:25][CH2:24][CH2:23][CH2:22]2)=[CH:15][CH:14]=3)=[C:7]2[C:3]=1[CH2:4][NH:5][C:6]2=[O:34].C1(P(C2C=CC=CC=2)C2C=CC=CC=2)C=CC=CC=1.CCOC(/N=N/C(OCC)=O)=O.C1(C)C=CC=CC=1.O[CH2:74][CH2:75][CH2:76][N:77]1[CH2:82][CH2:81][N:80]([CH3:83])[CH2:79][CH2:78]1, predict the reaction product. The product is: [CH3:83][N:80]1[CH2:81][CH2:82][N:77]([CH2:76][CH2:75][CH2:74][O:1][C:2]2[CH:10]=[CH:9][C:8]([C:11]3[N:12]([C:27]([O:29][C:30]([CH3:31])([CH3:33])[CH3:32])=[O:28])[C:13]4[C:18]([CH:19]=3)=[CH:17][C:16]([CH2:20][N:21]3[CH2:26][CH2:25][CH2:24][CH2:23][CH2:22]3)=[CH:15][CH:14]=4)=[C:7]3[C:3]=2[CH2:4][NH:5][C:6]3=[O:34])[CH2:78][CH2:79]1. (2) Given the reactants [OH:1][CH2:2][C:3]1[N:7]([CH2:8][CH2:9][CH2:10][C:11]([F:14])([F:13])[F:12])[C:6]2[CH:15]=[CH:16][C:17]([C:19]#[N:20])=[CH:18][C:5]=2[N:4]=1.[C:21]([O:25][C:26](O[C:26]([O:25][C:21]([CH3:24])([CH3:23])[CH3:22])=[O:27])=[O:27])([CH3:24])([CH3:23])[CH3:22].S(S([O-])=O)([O-])(=O)=O.[Na+].[Na+], predict the reaction product. The product is: [OH:1][CH2:2][C:3]1[N:7]([CH2:8][CH2:9][CH2:10][C:11]([F:12])([F:14])[F:13])[C:6]2[CH:15]=[CH:16][C:17]([CH2:19][NH:20][C:26](=[O:27])[O:25][C:21]([CH3:24])([CH3:23])[CH3:22])=[CH:18][C:5]=2[N:4]=1. (3) The product is: [CH3:42][C:39]1[CH:40]=[CH:41][C:36]([N:34]2[CH2:33][CH2:32][C:28]3[N:29]=[CH:30][N:31]=[C:26]([NH:13][C@@H:11]([C:8]4[CH:9]=[N:10][C:5]([C:4]([F:14])([F:3])[F:15])=[CH:6][CH:7]=4)[CH3:12])[C:27]=3[CH2:35]2)=[N:37][CH:38]=1. Given the reactants Cl.Cl.[F:3][C:4]([F:15])([F:14])[C:5]1[N:10]=[CH:9][C:8]([C@H:11]([NH2:13])[CH3:12])=[CH:7][CH:6]=1.C(N(CC)C(C)C)(C)C.Cl[C:26]1[C:27]2[CH2:35][N:34]([C:36]3[CH:41]=[CH:40][C:39]([CH3:42])=[CH:38][N:37]=3)[CH2:33][CH2:32][C:28]=2[N:29]=[CH:30][N:31]=1, predict the reaction product. (4) Given the reactants [CH2:1]([O:3][C:4]1[C:13]([NH:14][S:15]([NH:18]C(=O)OC(C)(C)C)(=[O:17])=[O:16])=[C:12]2[C:7]([C:8]([C:26](=[O:39])[C:27]3[CH:32]=[C:31]([O:33][CH3:34])[C:30]([O:35][CH3:36])=[C:29]([O:37][CH3:38])[CH:28]=3)=[CH:9][N:10]=[CH:11]2)=[CH:6][CH:5]=1)[CH3:2].C(O)(C(F)(F)F)=O, predict the reaction product. The product is: [CH2:1]([O:3][C:4]1[C:13]([NH:14][S:15]([NH2:18])(=[O:17])=[O:16])=[C:12]2[C:7]([C:8]([C:26](=[O:39])[C:27]3[CH:32]=[C:31]([O:33][CH3:34])[C:30]([O:35][CH3:36])=[C:29]([O:37][CH3:38])[CH:28]=3)=[CH:9][N:10]=[CH:11]2)=[CH:6][CH:5]=1)[CH3:2]. (5) Given the reactants [NH2:1][CH2:2][CH2:3][CH2:4][O:5][C:6]1[CH:15]=[C:14]([Br:16])[CH:13]=[CH:12][C:7]=1[C:8](OC)=[O:9].[Li+].C[Si]([N-][Si](C)(C)C)(C)C, predict the reaction product. The product is: [Br:16][C:14]1[CH:13]=[CH:12][C:7]2[C:8](=[O:9])[NH:1][CH2:2][CH2:3][CH2:4][O:5][C:6]=2[CH:15]=1. (6) Given the reactants Cl.[C:2]1([C@@H:8]2[CH2:10][C@H:9]2[NH2:11])[CH:7]=[CH:6][CH:5]=[CH:4][CH:3]=1.[C:12](Cl)(Cl)=[O:13].Cl.[CH3:17][N:18]1[CH2:23][CH2:22][N:21]([C:24]2[CH:29]=[C:28]([C:30]3[CH:39]=[C:38]4[C:33]([CH2:34][CH2:35][NH:36][CH2:37]4)=[CH:32][CH:31]=3)[N:27]=[C:26]([NH2:40])[N:25]=2)[CH2:20][CH2:19]1, predict the reaction product. The product is: [NH2:40][C:26]1[N:27]=[C:28]([C:30]2[CH:39]=[C:38]3[C:33]([CH2:34][CH2:35][N:36]([C:12]([NH:11][C@@H:9]4[CH2:10][C@H:8]4[C:2]4[CH:7]=[CH:6][CH:5]=[CH:4][CH:3]=4)=[O:13])[CH2:37]3)=[CH:32][CH:31]=2)[CH:29]=[C:24]([N:21]2[CH2:20][CH2:19][N:18]([CH3:17])[CH2:23][CH2:22]2)[N:25]=1. (7) The product is: [O:8]1[CH:9]=[CH:10][CH:11]=[C:7]1[C:5]1[N:6]=[C:2]([NH:1][C:20]([C:21]2[CH:26]=[CH:25][N:24]=[CH:23][CH:22]=2)=[O:27])[S:3][C:4]=1[C:12]1[CH:17]=[CH:16][N:15]([CH3:18])[C:14](=[O:19])[CH:13]=1. Given the reactants [NH2:1][C:2]1[S:3][C:4]([C:12]2[CH:17]=[CH:16][N:15]([CH3:18])[C:14](=[O:19])[CH:13]=2)=[C:5]([C:7]2[O:8][CH:9]=[CH:10][CH:11]=2)[N:6]=1.[C:20](O)(=[O:27])[C:21]1[CH:26]=[CH:25][N:24]=[CH:23][CH:22]=1.C1CN([P+](ON2N=NC3C=CC=CC2=3)(N2CCCC2)N2CCCC2)CC1.F[P-](F)(F)(F)(F)F.C(N(CC)CC)C, predict the reaction product.